From a dataset of Catalyst prediction with 721,799 reactions and 888 catalyst types from USPTO. Predict which catalyst facilitates the given reaction. (1) Reactant: [CH3:1][S:2]([CH2:5][C:6]1[CH:14]=[CH:13][C:9]([C:10]([OH:12])=O)=[CH:8][N:7]=1)(=[O:4])=[O:3].C(N(C(C)C)CC)(C)C.CN(C(ON1N=NC2C=CC=CC1=2)=[N+](C)C)C.F[P-](F)(F)(F)(F)F.[NH2:48][C@@H:49]([CH2:63][C:64]1[CH:69]=[C:68]([F:70])[CH:67]=[C:66]([F:71])[CH:65]=1)[C@H:50]([OH:62])[CH2:51][NH:52][CH2:53][C:54]1[CH:59]=[CH:58][CH:57]=[C:56]([CH2:60][CH3:61])[CH:55]=1. The catalyst class is: 2. Product: [F:70][C:68]1[CH:69]=[C:64]([CH:65]=[C:66]([F:71])[CH:67]=1)[CH2:63][C@H:49]([NH:48][C:10](=[O:12])[C:9]1[CH:13]=[CH:14][C:6]([CH2:5][S:2]([CH3:1])(=[O:3])=[O:4])=[N:7][CH:8]=1)[C@H:50]([OH:62])[CH2:51][NH:52][CH2:53][C:54]1[CH:59]=[CH:58][CH:57]=[C:56]([CH2:60][CH3:61])[CH:55]=1. (2) Reactant: [Cl:1][C:2]1[S:6][C:5]([S:7]([NH:10][CH2:11][C:12]2[CH:21]=[CH:20][C:15]([C:16]([O:18][CH3:19])=[O:17])=[CH:14][CH:13]=2)(=[O:9])=[O:8])=[CH:4][CH:3]=1.[CH3:22][CH:23](O)[CH3:24].C1(P(C2C=CC=CC=2)C2C=CC=CC=2)C=CC=CC=1.N(C(OC(C)C)=O)=NC(OC(C)C)=O. Product: [Cl:1][C:2]1[S:6][C:5]([S:7]([N:10]([CH2:11][C:12]2[CH:21]=[CH:20][C:15]([C:16]([O:18][CH3:19])=[O:17])=[CH:14][CH:13]=2)[CH:23]([CH3:24])[CH3:22])(=[O:9])=[O:8])=[CH:4][CH:3]=1. The catalyst class is: 13.